From a dataset of Reaction yield outcomes from USPTO patents with 853,638 reactions. Predict the reaction yield, written as a fraction of the theoretical maximum amount of product (1.0 means a 100% yield; for example, 0.34 means a 34% yield). (1) The reactants are Cl[C:2]1[C:3]([C:9]([NH2:11])=[O:10])=[N:4][CH:5]=[C:6]([Cl:8])[CH:7]=1.[CH:12]([NH2:15])([CH3:14])[CH3:13]. The catalyst is ClCCl. The product is [Cl:8][C:6]1[CH:7]=[C:2]([NH:15][CH:12]([CH3:14])[CH3:13])[C:3]([C:9]([NH2:11])=[O:10])=[N:4][CH:5]=1. The yield is 0.560. (2) The reactants are [F:1][C:2]1[CH:9]=[CH:8][C:7]([C:10]2[CH:15]=[C:14]([NH:16][CH2:17][CH2:18][C:19]3[CH:24]=[CH:23][C:22]([O:25][CH3:26])=[CH:21][CH:20]=3)[N:13]=[C:12]([O:27][CH3:28])[N:11]=2)=[CH:6][C:3]=1[CH:4]=O.[CH3:29][N:30]([CH2:32][CH2:33][NH2:34])[CH3:31].C(O[BH-](OC(=O)C)OC(=O)C)(=O)C.[Na+].[ClH:49]. The catalyst is C(Cl)Cl.CO.CCOC(C)=O. The product is [ClH:49].[F:1][C:2]1[CH:9]=[CH:8][C:7]([C:10]2[CH:15]=[C:14]([NH:16][CH2:17][CH2:18][C:19]3[CH:20]=[CH:21][C:22]([O:25][CH3:26])=[CH:23][CH:24]=3)[N:13]=[C:12]([O:27][CH3:28])[N:11]=2)=[CH:6][C:3]=1[CH2:4][NH:34][CH2:33][CH2:32][N:30]([CH3:31])[CH3:29]. The yield is 0.920. (3) The product is [B:10]1([OH:21])[O:14][C:13]([CH3:16])([CH3:15])[C:12]([CH3:18])([CH3:17])[O:11]1. The reactants are [B:10]1([B:10]2[O:14][C:13]([CH3:16])([CH3:15])[C:12]([CH3:18])([CH3:17])[O:11]2)[O:14][C:13]([CH3:16])([CH3:15])[C:12]([CH3:18])([CH3:17])[O:11]1.C([O-])(=[O:21])C.[K+].O. The catalyst is CS(C)=O. The yield is 0.650. (4) The reactants are C(OC(=O)[NH:7][CH:8]1[CH2:13][CH2:12][CH:11]([NH:14][C@@H:15]2[CH2:17][C@H:16]2[C:18]2[CH:23]=[CH:22][CH:21]=[CH:20][CH:19]=2)[CH2:10][CH2:9]1)(C)(C)C.[ClH:25]. The catalyst is O1CCOCC1. The product is [ClH:25].[ClH:25].[C:18]1([C@@H:16]2[CH2:17][C@H:15]2[NH:14][C@H:11]2[CH2:10][CH2:9][C@H:8]([NH2:7])[CH2:13][CH2:12]2)[CH:19]=[CH:20][CH:21]=[CH:22][CH:23]=1. The yield is 0.770. (5) The catalyst is CC(O)(C)C. The yield is 0.550. The product is [Br:1][C:2]1[C:3]([F:13])=[CH:4][C:5]2[C:10]([CH:11]=1)=[CH:9][C:8]([O:12][C@H:18]1[CH2:19][CH2:20][C@@H:15]([CH3:14])[CH2:16][CH2:17]1)=[CH:7][CH:6]=2. The reactants are [Br:1][C:2]1[CH:11]=[C:10]2[C:5]([CH:6]=[CH:7][C:8]([OH:12])=[CH:9]2)=[CH:4][C:3]=1[F:13].[CH3:14][C@H:15]1[CH2:20][CH2:19][C@@H:18](S(C)(=O)=O)[CH2:17][CH2:16]1.C([O-])([O-])=O.[Cs+].[Cs+]. (6) The reactants are [Cl:1][C:2]1[N:7]=[C:6]([Cl:8])[CH:5]=[C:4](Cl)[N:3]=1.[CH:10]([C:13]1[NH:17][N:16]=[C:15]([NH2:18])[CH:14]=1)([CH3:12])[CH3:11].C(N(C(C)C)CC)(C)C. The catalyst is C(O)CCC. The product is [Cl:1][C:2]1[N:3]=[C:4]([NH:18][C:15]2[CH:14]=[C:13]([CH:10]([CH3:12])[CH3:11])[NH:17][N:16]=2)[CH:5]=[C:6]([Cl:8])[N:7]=1. The yield is 0.700. (7) The reactants are [CH2:1]1[O:3][CH:2]1[CH2:4][OH:5].[CH2:6]([CH2:8][NH2:9])[OH:7]. No catalyst specified. The product is [OH:7][CH2:6][CH2:8][NH:9][CH2:1][CH:2]([OH:3])[CH2:4][OH:5]. The yield is 0.720.